Dataset: Reaction yield outcomes from USPTO patents with 853,638 reactions. Task: Predict the reaction yield, written as a fraction of the theoretical maximum amount of product (1.0 means a 100% yield; for example, 0.34 means a 34% yield). The product is [CH2:20]([N:16]1[C:17](=[O:19])[CH2:18][C:14]([CH2:28][C:29]2[CH:34]=[CH:33][CH:32]=[CH:31][CH:30]=2)([C:10]2[CH:9]=[C:8]3[C:13](=[CH:12][CH:11]=2)[NH:5][CH:6]=[CH:7]3)[C:15]1=[O:27])[C:21]1[CH:22]=[CH:23][CH:24]=[CH:25][CH:26]=1. The catalyst is C1COCC1.O. The reactants are COC([N:5]1[C:13]2[C:8](=[CH:9][C:10]([C:14]3([CH2:28][C:29]4[CH:34]=[CH:33][CH:32]=[CH:31][CH:30]=4)[CH2:18][C:17](=[O:19])[N:16]([CH2:20][C:21]4[CH:26]=[CH:25][CH:24]=[CH:23][CH:22]=4)[C:15]3=[O:27])=[CH:11][CH:12]=2)[CH:7]=[CH:6]1)=O.[Li+].[OH-]. The yield is 1.00.